The task is: Predict the reaction yield, written as a fraction of the theoretical maximum amount of product (1.0 means a 100% yield; for example, 0.34 means a 34% yield).. This data is from Reaction yield outcomes from USPTO patents with 853,638 reactions. (1) The reactants are Cl.O.O.Cl[Sn]Cl.[Cl:7][C:8]1[C:33]([N+:34]([O-])=O)=[CH:32][C:11]2[O:12][C:13]3[CH:31]=[CH:30][CH:29]=[CH:28][C:14]=3[C@@H:15]3[C@H:20]([NH:21][C:22](=[O:27])[C:23]([F:26])([F:25])[F:24])[CH2:19][CH2:18][CH2:17][N:16]3[C:10]=2[CH:9]=1. The catalyst is C(O)C. The product is [NH2:34][C:33]1[C:8]([Cl:7])=[CH:9][C:10]2[N:16]3[CH2:17][CH2:18][CH2:19][C@@H:20]([NH:21][C:22](=[O:27])[C:23]([F:26])([F:25])[F:24])[C@H:15]3[C:14]3[CH:28]=[CH:29][CH:30]=[CH:31][C:13]=3[O:12][C:11]=2[CH:32]=1. The yield is 0.820. (2) The reactants are [CH2:1]([NH:8][CH2:9][CH2:10][OH:11])[C:2]1[CH:7]=[CH:6][CH:5]=[CH:4][CH:3]=1.C(=O)([O-])[O-].[K+].[K+].[C:18]([O:22][C:23](=[O:26])[CH2:24]Br)([CH3:21])([CH3:20])[CH3:19]. The catalyst is CC#N.C(Cl)Cl. The product is [CH2:1]([N:8]([CH2:9][CH2:10][OH:11])[CH2:24][C:23]([O:22][C:18]([CH3:21])([CH3:20])[CH3:19])=[O:26])[C:2]1[CH:7]=[CH:6][CH:5]=[CH:4][CH:3]=1. The yield is 0.900. (3) The reactants are Cl.C([O:5][C:6]1[CH:11]=[CH:10][CH:9]=[C:8]([C:12](=[O:23])[NH:13][C:14]2[S:15][C:16]([S:19]([CH3:22])(=[O:21])=[O:20])=[CH:17][N:18]=2)[CH:7]=1)(=O)C. The catalyst is O1CCCC1. The product is [OH:5][C:6]1[CH:7]=[C:8]([CH:9]=[CH:10][CH:11]=1)[C:12]([NH:13][C:14]1[S:15][C:16]([S:19]([CH3:22])(=[O:21])=[O:20])=[CH:17][N:18]=1)=[O:23]. The yield is 0.560. (4) The yield is 0.770. The product is [CH2:33]([C@H:35]1[C@@H:39]([C:40]2[N:44]3[C:45]4[C:51]([CH3:1])=[CH:50][N:49]([CH2:53][O:54][CH2:55][CH2:56][Si:57]([CH3:60])([CH3:59])[CH3:58])[C:46]=4[N:47]=[CH:48][C:43]3=[N:42][N:41]=2)[CH2:38][C@@H:37]([N:61]([CH2:68][O:69][CH2:70][CH2:71][Si:72]([CH3:75])([CH3:74])[CH3:73])[S:62]([CH:65]2[CH2:67][CH2:66]2)(=[O:64])=[O:63])[CH2:36]1)[CH3:34]. The reactants are [C:1](=O)([O-])[O-].[Cs+].[Cs+].C1(P(C2CCCCC2)C2CCCCC2)CCCCC1.COB(OC)OC.[CH2:33]([C@H:35]1[C@@H:39]([C:40]2[N:44]3[C:45]4[C:51](I)=[CH:50][N:49]([CH2:53][O:54][CH2:55][CH2:56][Si:57]([CH3:60])([CH3:59])[CH3:58])[C:46]=4[N:47]=[CH:48][C:43]3=[N:42][N:41]=2)[CH2:38][C@@H:37]([N:61]([CH2:68][O:69][CH2:70][CH2:71][Si:72]([CH3:75])([CH3:74])[CH3:73])[S:62]([CH:65]2[CH2:67][CH2:66]2)(=[O:64])=[O:63])[CH2:36]1)[CH3:34]. The catalyst is O1CCOCC1.C1C=CC(/C=C/C(/C=C/C2C=CC=CC=2)=O)=CC=1.C1C=CC(/C=C/C(/C=C/C2C=CC=CC=2)=O)=CC=1.C1C=CC(/C=C/C(/C=C/C2C=CC=CC=2)=O)=CC=1.[Pd].[Pd]. (5) The reactants are C(O[CH:4](OCC)[CH2:5][CH2:6]CCC)C.C([SiH](CC)CC)C.[F:20][C:21]([F:34])([F:33])[S:22]([CH2:25][S:26]([C:29]([F:32])([F:31])[F:30])(=[O:28])=[O:27])(=[O:24])=[O:23].[C:35]1(C)[CH:40]=CC=C[CH:36]=1. No catalyst specified. The product is [F:31][C:29]([F:32])([F:30])[S:26]([C:25]([S:22]([C:21]([F:20])([F:33])[F:34])(=[O:23])=[O:24])([CH2:36][CH2:35][CH3:40])[CH2:4][CH2:5][CH3:6])(=[O:27])=[O:28]. The yield is 0.750.